Predict the reaction yield, written as a fraction of the theoretical maximum amount of product (1.0 means a 100% yield; for example, 0.34 means a 34% yield). From a dataset of Reaction yield outcomes from USPTO patents with 853,638 reactions. (1) The reactants are [Cl:1][C:2]1[N:7]=[C:6]([C:8]2[S:12][C:11]([CH:13]([CH3:15])[CH3:14])=[N:10][C:9]=2[C:16]2[CH:17]=[C:18]([NH2:22])[CH:19]=[CH:20][CH:21]=2)[CH:5]=[CH:4][N:3]=1.N1C=CC=CC=1.[F:29][C:30]1[CH:31]=[C:32]([S:36](Cl)(=[O:38])=[O:37])[CH:33]=[CH:34][CH:35]=1. The catalyst is C(Cl)Cl. The product is [Cl:1][C:2]1[N:7]=[C:6]([C:8]2[S:12][C:11]([CH:13]([CH3:15])[CH3:14])=[N:10][C:9]=2[C:16]2[CH:17]=[C:18]([NH:22][S:36]([C:32]3[CH:33]=[CH:34][CH:35]=[C:30]([F:29])[CH:31]=3)(=[O:38])=[O:37])[CH:19]=[CH:20][CH:21]=2)[CH:5]=[CH:4][N:3]=1. The yield is 0.780. (2) The reactants are C([O:3][C:4]([C:6]1[C:7]([CH:21]([F:23])[F:22])=[N:8][N:9]([C:15]2[CH:20]=[CH:19][CH:18]=[CH:17][CH:16]=2)[C:10]=1[C:11]([F:14])([F:13])[F:12])=[O:5])C.[OH-].[Na+]. The catalyst is C(O)C. The product is [C:15]1([N:9]2[C:10]([C:11]([F:14])([F:13])[F:12])=[C:6]([C:4]([OH:5])=[O:3])[C:7]([CH:21]([F:22])[F:23])=[N:8]2)[CH:16]=[CH:17][CH:18]=[CH:19][CH:20]=1. The yield is 0.940. (3) The reactants are [F:1][C:2]1[CH:9]=[C:8](Br)[CH:7]=[C:6]([F:11])[C:3]=1[CH:4]=[O:5].CC(N(C)C)=O.[C:18]([O:22][CH3:23])(=[O:21])[CH:19]=[CH2:20].[S:24](=[O:27])([OH:26])[O-:25].[Na+:28]. The catalyst is [Cl-].C([N+](CCCC)(CCCC)CCCC)CCC.C(O)C.O.C(OCC)(=O)C. The product is [F:1][C:2]1[CH:9]=[C:8](/[CH:20]=[CH:19]/[C:18]([O:22][CH3:23])=[O:21])[CH:7]=[C:6]([F:11])[C:3]=1[CH:4]([OH:5])[S:24]([O-:27])(=[O:26])=[O:25].[Na+:28]. The yield is 0.710. (4) The reactants are [CH3:13][C:12]([O:11][C:9](O[C:9]([O:11][C:12]([CH3:15])([CH3:14])[CH3:13])=[O:10])=[O:10])([CH3:15])[CH3:14].Cl.Cl.Cl.[CH3:19][C@H:20]1[C:28]2[C:27]([N:29]3[C:42]4[C:37](=[C:38]([CH2:43][NH2:44])[CH:39]=[CH:40][CH:41]=4)[C:31]4([CH2:36][CH2:35][NH:34][CH2:33][CH2:32]4)[CH2:30]3)=[N:26][CH:25]=[N:24][C:23]=2[CH2:22][CH2:21]1.CCN(CC)CC. The catalyst is C(Cl)Cl. The product is [NH2:44][CH2:43][C:38]1[CH:39]=[CH:40][CH:41]=[C:42]2[N:29]([C:27]3[C:28]4[C@H:20]([CH3:19])[CH2:21][CH2:22][C:23]=4[N:24]=[CH:25][N:26]=3)[CH2:30][C:31]3([CH2:36][CH2:35][N:34]([C:9]([O:11][C:12]([CH3:13])([CH3:14])[CH3:15])=[O:10])[CH2:33][CH2:32]3)[C:37]=12. The yield is 0.650. (5) The reactants are [CH3:1][O:2][C:3]([CH:5]1[NH:10][CH2:9][CH2:8][N:7]([C:11]([O:13][C:14]([CH3:17])([CH3:16])[CH3:15])=[O:12])[CH2:6]1)=[O:4].Br[C:19]1[CH:24]=[CH:23][C:22]([Cl:25])=[C:21]([O:26][CH3:27])[CH:20]=1.C(P(C(C)(C)C)C1C=CC=CC=1C1C=CC=CC=1)(C)(C)C.CC(C)([O-])C.[Na+]. The catalyst is CCOC(C)=O.C([O-])(=O)C.[Pd+2].C([O-])(=O)C. The product is [CH3:1][O:2][C:3]([CH:5]1[N:10]([C:19]2[CH:24]=[CH:23][C:22]([Cl:25])=[C:21]([O:26][CH3:27])[CH:20]=2)[CH2:9][CH2:8][N:7]([C:11]([O:13][C:14]([CH3:17])([CH3:16])[CH3:15])=[O:12])[CH2:6]1)=[O:4]. The yield is 0.150. (6) The product is [Cl:8][C:6]1[N:5]=[C:4]([S:9][CH3:10])[N:3]=[C:2]([NH:20][C@@H:21]2[CH2:22][CH2:23][C@H:24]([NH:27][C:28](=[O:37])[C:29]3[CH:34]=[CH:33][C:32]([F:35])=[C:31]([F:36])[CH:30]=3)[CH2:25][CH2:26]2)[CH:7]=1. The yield is 0.900. The catalyst is CC(O)C. The reactants are Cl[C:2]1[CH:7]=[C:6]([Cl:8])[N:5]=[C:4]([S:9][CH3:10])[N:3]=1.CCN(C(C)C)C(C)C.[NH2:20][C@@H:21]1[CH2:26][CH2:25][C@H:24]([NH:27][C:28](=[O:37])[C:29]2[CH:34]=[CH:33][C:32]([F:35])=[C:31]([F:36])[CH:30]=2)[CH2:23][CH2:22]1. (7) The reactants are [N+:1]([C:4]1[CH:10]=CC=C[C:5]=1[NH2:6])([O-:3])=[O:2].C([C:15]1[CH:20]=[C:19](C)[CH:18]=[C:17](C(C)(C)C)[C:16]=1O)(C)(C)C.C(N(CC)CC)C.C(Cl)(=[O:37])C=C. The catalyst is CN(C1C=CN=CC=1)C.ClCCl. The product is [N+:1]([C:4](=[CH2:10])[C:5]([NH:6][C:15]1[CH:16]=[CH:17][CH:18]=[CH:19][CH:20]=1)=[O:37])([O-:3])=[O:2]. The yield is 0.270.